From a dataset of Catalyst prediction with 721,799 reactions and 888 catalyst types from USPTO. Predict which catalyst facilitates the given reaction. (1) Reactant: [CH2:1]([C@H:3]1[C@H:6]([CH2:7][C@H:8]([OH:20])[CH2:9][CH2:10][CH2:11][CH2:12][CH2:13][CH2:14][CH2:15][CH2:16][CH2:17][CH2:18][CH3:19])[O:5][C:4]1=[O:21])[CH3:2].[CH:22]([NH:24][CH2:25][C:26](O)=[O:27])=[O:23].C1(P(C2C=CC=CC=2)C2C=CC=CC=2)C=CC=CC=1.CC(OC(/N=N/C(OC(C)C)=O)=O)C. Product: [CH:22]([NH:24][CH2:25][C:26]([O:20][C@H:8]([CH2:9][CH2:10][CH2:11][CH2:12][CH2:13][CH2:14][CH2:15][CH2:16][CH2:17][CH2:18][CH3:19])[CH2:7][C@H:6]1[C@H:3]([CH2:1][CH3:2])[C:4](=[O:21])[O:5]1)=[O:27])=[O:23]. The catalyst class is: 113. (2) Product: [CH3:20][C:21]1([CH3:37])[C:25]([CH3:27])([CH3:26])[O:24][B:23]([C:2]2[CH:3]=[N:4][N:5]([CH:7]3[CH2:12][CH2:11][N:10]([C:13]([O:15][C:16]([CH3:19])([CH3:18])[CH3:17])=[O:14])[CH2:9][CH2:8]3)[CH:6]=2)[O:22]1. Reactant: Br[C:2]1[CH:3]=[N:4][N:5]([CH:7]2[CH2:12][CH2:11][N:10]([C:13]([O:15][C:16]([CH3:19])([CH3:18])[CH3:17])=[O:14])[CH2:9][CH2:8]2)[CH:6]=1.[CH3:20][C:21]1([CH3:37])[C:25]([CH3:27])([CH3:26])[O:24][B:23]([B:23]2[O:24][C:25]([CH3:27])([CH3:26])[C:21]([CH3:37])([CH3:20])[O:22]2)[O:22]1.C([O-])(=O)C.[K+]. The catalyst class is: 75. (3) Reactant: [CH2:1]([O:8][C:9]1[C:18]([O:19][CH3:20])=[CH:17][CH:16]=[C:15]2[C:10]=1[CH2:11][CH2:12][NH:13][CH2:14]2)[C:2]1[CH:7]=[CH:6][CH:5]=[CH:4][CH:3]=1.[CH3:21][C:22]([O:25][C:26](O[C:26]([O:25][C:22]([CH3:24])([CH3:23])[CH3:21])=[O:27])=[O:27])([CH3:24])[CH3:23].C(OC(C)(C)C)=O. Product: [CH2:1]([O:8][C:9]1[C:18]([O:19][CH3:20])=[CH:17][CH:16]=[C:15]2[C:10]=1[CH2:11][CH2:12][N:13]([C:26]([O:25][C:22]([CH3:24])([CH3:23])[CH3:21])=[O:27])[CH2:14]2)[C:2]1[CH:7]=[CH:6][CH:5]=[CH:4][CH:3]=1. The catalyst class is: 96. (4) Reactant: [N:1]1([C:7]2[C:12]([C:13]([O:15][CH:16]([CH3:18])[CH3:17])=[O:14])=[CH:11][CH:10]=[CH:9][N:8]=2)[CH2:6][CH2:5][NH:4][CH2:3][CH2:2]1.[Cl:19][C:20]1[CH:25]=[CH:24][CH:23]=[C:22]([F:26])[C:21]=1[CH2:27][N:28]([CH2:31][C:32]1[N:37]=[CH:36][C:35]([CH:38]=O)=[CH:34][CH:33]=1)[CH2:29][CH3:30].C(O[BH-](OC(=O)C)OC(=O)C)(=O)C.[Na+]. Product: [Cl:19][C:20]1[CH:25]=[CH:24][CH:23]=[C:22]([F:26])[C:21]=1[CH2:27][N:28]([CH2:31][C:32]1[N:37]=[CH:36][C:35]([CH2:38][N:4]2[CH2:3][CH2:2][N:1]([C:7]3[C:12]([C:13]([O:15][CH:16]([CH3:18])[CH3:17])=[O:14])=[CH:11][CH:10]=[CH:9][N:8]=3)[CH2:6][CH2:5]2)=[CH:34][CH:33]=1)[CH2:29][CH3:30]. The catalyst class is: 1. (5) Reactant: [CH3:1][O:2][C:3](=[O:20])[C:4]1[CH:9]=[C:8]([F:10])[CH:7]=[C:6]([N:11]=[CH:12][C:13]2[CH:18]=[CH:17][CH:16]=[C:15]([Br:19])[CH:14]=2)[CH:5]=1.O.[O-]S(C(F)(F)F)(=O)=O.[Yb+3].[O-]S(C(F)(F)F)(=O)=O.[O-]S(C(F)(F)F)(=O)=O.[CH:47](=[O:51])[CH:48]([CH3:50])[CH3:49].O. Product: [CH3:1][O:2][C:3]([C:4]1[C:5]2[CH:47]([OH:51])[C:48]([CH3:50])([CH3:49])[CH:12]([C:13]3[CH:18]=[CH:17][CH:16]=[C:15]([Br:19])[CH:14]=3)[NH:11][C:6]=2[CH:7]=[C:8]([F:10])[CH:9]=1)=[O:20]. The catalyst class is: 7. (6) Reactant: [Cl:1][C:2]1[CH:3]=[CH:4][C:5]([OH:10])=[C:6]([CH:9]=1)[CH:7]=[O:8].[CH2:11](O)[CH2:12][OH:13]. Product: [Cl:1][C:2]1[CH:3]=[CH:4][C:5]([OH:10])=[C:6]([CH:7]2[O:13][CH2:12][CH2:11][O:8]2)[CH:9]=1. The catalyst class is: 743. (7) Reactant: [Br:1][C:2]1[CH:9]=[C:8]([N+:10]([O-:12])=[O:11])[CH:7]=[CH:6][C:3]=1[CH:4]=[O:5].CC1C=CC(S([CH2:23][N+:24]#[C-:25])(=O)=O)=CC=1.C(=O)([O-])[O-].[K+].[K+].C([O-])(O)=O.[Na+]. Product: [Br:1][C:2]1[CH:9]=[C:8]([N+:10]([O-:12])=[O:11])[CH:7]=[CH:6][C:3]=1[C:4]1[O:5][CH:25]=[N:24][CH:23]=1. The catalyst class is: 5. (8) The catalyst class is: 17. Reactant: [Cl:1][C:2]1[CH:10]=[CH:9][CH:8]=[C:7]2[C:3]=1[C:4]1([C:25]3=[CH:26][C:27]4[O:31][CH2:30][O:29][C:28]=4[CH:32]=[C:24]3[O:23][CH2:22]1)[C:5](=[O:21])[N:6]2[CH2:11][C:12](=[N:14][O:15][C:16]([CH:18]1[CH2:20][CH2:19]1)=O)[NH2:13]. Product: [Cl:1][C:2]1[CH:10]=[CH:9][CH:8]=[C:7]2[C:3]=1[C:4]1([C:25]3=[CH:26][C:27]4[O:31][CH2:30][O:29][C:28]=4[CH:32]=[C:24]3[O:23][CH2:22]1)[C:5](=[O:21])[N:6]2[CH2:11][C:12]1[N:13]=[C:16]([CH:18]2[CH2:19][CH2:20]2)[O:15][N:14]=1. (9) Reactant: CS([C:5]1[N:10]=[C:9]([C:11]2[N:15]3[CH:16]=[CH:17][CH:18]=[CH:19][C:14]3=[N:13][C:12]=2[C:20]2[CH:25]=[CH:24][CH:23]=[C:22]([CH3:26])[N:21]=2)[CH:8]=[CH:7][N:6]=1)(=O)=O.[CH3:27][N:28]1[CH2:33][CH2:32][NH:31][CH2:30][CH2:29]1. Product: [CH3:27][N:28]1[CH2:33][CH2:32][N:31]([C:5]2[N:10]=[C:9]([C:11]3[N:15]4[CH:16]=[CH:17][CH:18]=[CH:19][C:14]4=[N:13][C:12]=3[C:20]3[CH:25]=[CH:24][CH:23]=[C:22]([CH3:26])[N:21]=3)[CH:8]=[CH:7][N:6]=2)[CH2:30][CH2:29]1. The catalyst class is: 10. (10) Reactant: Cl.[C:2]1(=[O:13])[C:7]2([CH2:12][CH2:11][NH:10][CH2:9][CH2:8]2)[CH2:6][CH2:5][CH2:4][NH:3]1.C(N(CC)CC)C.[F:21][C:22]([F:34])([F:33])[C:23]1[CH:28]=[CH:27][C:26]([S:29](Cl)(=[O:31])=[O:30])=[CH:25][CH:24]=1. Product: [F:34][C:22]([F:21])([F:33])[C:23]1[CH:24]=[CH:25][C:26]([S:29]([N:10]2[CH2:11][CH2:12][C:7]3([C:2](=[O:13])[NH:3][CH2:4][CH2:5][CH2:6]3)[CH2:8][CH2:9]2)(=[O:31])=[O:30])=[CH:27][CH:28]=1. The catalyst class is: 4.